From a dataset of Reaction yield outcomes from USPTO patents with 853,638 reactions. Predict the reaction yield, written as a fraction of the theoretical maximum amount of product (1.0 means a 100% yield; for example, 0.34 means a 34% yield). The product is [CH3:14][O:13][C:10]1[N:11]=[CH:12][C:7]([CH:17]=[O:18])=[CH:8][CH:9]=1. The reactants are [Li+].CCC[CH2-].Br[C:7]1[CH:8]=[CH:9][C:10]([O:13][CH3:14])=[N:11][CH:12]=1.C1C[O:18][CH2:17]C1. No catalyst specified. The yield is 0.712.